Dataset: Catalyst prediction with 721,799 reactions and 888 catalyst types from USPTO. Task: Predict which catalyst facilitates the given reaction. (1) Reactant: [F:1][C:2]1[CH:7]=[CH:6][C:5]([OH:8])=[CH:4][C:3]=1[N+:9]([O-:11])=[O:10].C(=O)([O-])[O-].[K+].[K+].Cl[CH2:19][C:20]1[S:21][C:22]2[CH:28]=[CH:27][CH:26]=[CH:25][C:23]=2[N:24]=1. Product: [F:1][C:2]1[CH:7]=[CH:6][C:5]([O:8][CH2:19][C:20]2[S:21][C:22]3[CH:28]=[CH:27][CH:26]=[CH:25][C:23]=3[N:24]=2)=[CH:4][C:3]=1[N+:9]([O-:11])=[O:10]. The catalyst class is: 3. (2) Reactant: [Cl:1][C:2]1[C:11]2[C:6](=[CH:7][C:8]([CH:12]=[O:13])=[CH:9][CH:10]=2)[CH:5]=[C:4]([Cl:14])[N:3]=1.[BH4-].[Na+]. Product: [Cl:1][C:2]1[C:11]2[C:6](=[CH:7][C:8]([CH2:12][OH:13])=[CH:9][CH:10]=2)[CH:5]=[C:4]([Cl:14])[N:3]=1. The catalyst class is: 5. (3) Reactant: [CH3:1][C:2]1[CH:3]=[C:4]([CH2:9][CH:10]([N:19]=[C:20]=[S:21])[C:11]2[CH:16]=[CH:15][CH:14]=[C:13]([CH3:17])[C:12]=2[CH3:18])[CH:5]=[C:6]([CH3:8])[CH:7]=1.[CH2:22]([CH2:24][NH2:25])[OH:23]. Product: [CH3:1][C:2]1[CH:3]=[C:4]([CH2:9][CH:10]([NH:19][C:20]([NH:25][CH2:24][CH2:22][OH:23])=[S:21])[C:11]2[CH:16]=[CH:15][CH:14]=[C:13]([CH3:17])[C:12]=2[CH3:18])[CH:5]=[C:6]([CH3:8])[CH:7]=1. The catalyst class is: 22. (4) Reactant: [CH3:1][N:2]1[CH2:7][CH2:6][NH:5][CH2:4][CH2:3]1.[CH3:8][C:9]1[CH:10]=[C:11]([NH:16][C:17]([C:19]2[C:20]([S:25][CH2:26][C:27]3[CH:32]=[CH:31][N:30]=[C:29](F)[CH:28]=3)=[N:21][CH:22]=[CH:23][CH:24]=2)=[O:18])[CH:12]=[C:13]([CH3:15])[CH:14]=1. The catalyst class is: 13. Product: [CH3:8][C:9]1[CH:10]=[C:11]([NH:16][C:17]([C:19]2[C:20]([S:25][CH2:26][C:27]3[CH:32]=[CH:31][N:30]=[C:29]([N:5]4[CH2:6][CH2:7][N:2]([CH3:1])[CH2:3][CH2:4]4)[CH:28]=3)=[N:21][CH:22]=[CH:23][CH:24]=2)=[O:18])[CH:12]=[C:13]([CH3:15])[CH:14]=1. (5) Reactant: I[C:2]1[CH:7]=[CH:6][CH:5]=[CH:4][CH:3]=1.[NH:8]1[CH2:13][CH2:12][O:11][CH2:10][CH2:9]1.N1CCC[C@H]1C(O)=O. Product: [C:2]1([N:8]2[CH2:13][CH2:12][O:11][CH2:10][CH2:9]2)[CH:7]=[CH:6][CH:5]=[CH:4][CH:3]=1. The catalyst class is: 419. (6) Reactant: [CH3:1]CCCCC.C[Si](C=[N+]=[N-])(C)C.[N+:14]([C:17]1[C:25]([CH3:26])=[CH:24][CH:23]=[CH:22][C:18]=1[C:19]([OH:21])=[O:20])([O-:16])=[O:15]. Product: [N+:14]([C:17]1[C:25]([CH3:26])=[CH:24][CH:23]=[CH:22][C:18]=1[C:19]([O:21][CH3:1])=[O:20])([O-:16])=[O:15]. The catalyst class is: 21. (7) Reactant: [OH:1][CH2:2][C:3]1[C:4]2[N:5]([N:12]=[C:13]([C:15]([F:18])([F:17])[F:16])[CH:14]=2)[C:6]([CH2:9][O:10][CH3:11])=[CH:7][CH:8]=1. Product: [CH3:11][O:10][CH2:9][C:6]1[N:5]2[N:12]=[C:13]([C:15]([F:18])([F:17])[F:16])[CH:14]=[C:4]2[C:3]([CH:2]=[O:1])=[CH:8][CH:7]=1. The catalyst class is: 428. (8) Reactant: Cl[C:2]1[N:7]=[C:6]([C:8]2[CH:9]=[N:10][CH:11]=[CH:12][CH:13]=2)[C:5]([Cl:14])=[CH:4][N:3]=1.[NH2:15][C@@H:16]1[CH2:21][CH2:20][CH2:19][C@H:18]([NH:22][C:23](=[O:29])[O:24][C:25]([CH3:28])([CH3:27])[CH3:26])[CH2:17]1.CCN(C(C)C)C(C)C. The catalyst class is: 296. Product: [Cl:14][C:5]1[C:6]([C:8]2[CH:9]=[N:10][CH:11]=[CH:12][CH:13]=2)=[N:7][C:2]([NH:15][C@@H:16]2[CH2:21][CH2:20][CH2:19][C@H:18]([NH:22][C:23](=[O:29])[O:24][C:25]([CH3:27])([CH3:26])[CH3:28])[CH2:17]2)=[N:3][CH:4]=1. (9) Reactant: S(=O)(=O)(O)O.[CH3:6][C:7]1[CH:14]=[CH:13][C:10]([C:11]#[N:12])=[CH:9][CH:8]=1.C1C(=O)N([Br:22])C(=O)C1. Product: [Br:22][C:8]1[CH:9]=[C:10]([CH:13]=[CH:14][C:7]=1[CH3:6])[C:11]#[N:12]. The catalyst class is: 6. (10) Product: [Cl:33][C:30]1[CH:31]=[N:32][C:11]2[NH:10][C:18]3[C:13]([C:12]=2[CH:29]=1)=[CH:14][C:15](/[CH:19]=[CH:20]/[C:21]1[CH:26]=[CH:25][C:24]([O:27][CH3:28])=[CH:23][CH:22]=1)=[CH:16][CH:17]=3. Reactant: C1(S([N:10]2[C:18]3[C:13](=[CH:14][C:15](/[CH:19]=[CH:20]/[C:21]4[CH:26]=[CH:25][C:24]([O:27][CH3:28])=[CH:23][CH:22]=4)=[CH:16][CH:17]=3)[C:12]3[CH:29]=[C:30]([Cl:33])[CH:31]=[N:32][C:11]2=3)(=O)=O)C=CC=CC=1.CCCC[N+](CCCC)(CCCC)CCCC.[F-]. The catalyst class is: 1.